This data is from Catalyst prediction with 721,799 reactions and 888 catalyst types from USPTO. The task is: Predict which catalyst facilitates the given reaction. (1) Reactant: [CH3:1][Si:2]([CH3:28])([CH2:23][Si:24]([CH3:27])([CH3:26])[CH3:25])[CH2:3][CH2:4][CH2:5][CH2:6][CH2:7][CH2:8][O:9][C:10]1[CH:11]=[N:12][C:13]([C:16]2[CH:21]=[CH:20][C:19]([OH:22])=[CH:18][CH:17]=2)=[N:14][CH:15]=1.[CH3:29][Si:30]([CH3:67])([CH2:46][CH2:47][C:48]([F:66])([F:65])[C:49]([F:64])([F:63])[C:50]([F:62])([F:61])[C:51]([F:60])([F:59])[C:52]([F:58])([F:57])[C:53]([F:56])([F:55])[F:54])[CH2:31][CH2:32][CH2:33][CH2:34]OS(C1C=CC(C)=CC=1)(=O)=O.C(=O)([O-])[O-].[Cs+].[Cs+]. Product: [CH3:67][Si:30]([CH3:29])([CH2:46][CH2:47][C:48]([F:65])([F:66])[C:49]([F:63])([F:64])[C:50]([F:62])([F:61])[C:51]([F:59])([F:60])[C:52]([F:57])([F:58])[C:53]([F:54])([F:55])[F:56])[CH2:31][CH2:32][CH2:33][CH2:34][O:22][C:19]1[CH:18]=[CH:17][C:16]([C:13]2[N:12]=[CH:11][C:10]([O:9][CH2:8][CH2:7][CH2:6][CH2:5][CH2:4][CH2:3][Si:2]([CH3:1])([CH3:28])[CH2:23][Si:24]([CH3:25])([CH3:26])[CH3:27])=[CH:15][N:14]=2)=[CH:21][CH:20]=1. The catalyst class is: 3. (2) Reactant: C[Al](C)C.[CH3:5][C:6]1[CH:7]=[CH:8][C:9]([NH2:12])=[N:10][CH:11]=1.[Si:13]([O:30][CH2:31][CH2:32][O:33][CH2:34][C@H:35]([OH:40])[C:36](OC)=[O:37])([C:26]([CH3:29])([CH3:28])[CH3:27])([C:20]1[CH:25]=[CH:24][CH:23]=[CH:22][CH:21]=1)[C:14]1[CH:19]=[CH:18][CH:17]=[CH:16][CH:15]=1. Product: [Si:13]([O:30][CH2:31][CH2:32][O:33][CH2:34][C@H:35]([OH:40])[C:36]([NH:12][C:9]1[CH:8]=[CH:7][C:6]([CH3:5])=[CH:11][N:10]=1)=[O:37])([C:26]([CH3:29])([CH3:27])[CH3:28])([C:20]1[CH:25]=[CH:24][CH:23]=[CH:22][CH:21]=1)[C:14]1[CH:15]=[CH:16][CH:17]=[CH:18][CH:19]=1. The catalyst class is: 11. (3) Reactant: [C:1]([C:3]1([C:30]2[CH:35]=[CH:34][CH:33]=[CH:32][N:31]=2)[CH2:8][CH2:7][N:6]([CH2:9][C:10]2[CH:11]=[C:12]([C:21]([NH:23][CH:24]3[CH2:29][CH2:28][NH:27][CH2:26][CH2:25]3)=[O:22])[C:13](=[O:20])[N:14]3[C:19]=2[CH:18]=[CH:17][CH:16]=[CH:15]3)[CH2:5][CH2:4]1)#[N:2].C(N(CC)CC)C.Cl[C:44]([O:46][CH3:47])=[O:45]. Product: [C:1]([C:3]1([C:30]2[CH:35]=[CH:34][CH:33]=[CH:32][N:31]=2)[CH2:8][CH2:7][N:6]([CH2:9][C:10]2[CH:11]=[C:12]([C:21]([NH:23][CH:24]3[CH2:29][CH2:28][N:27]([C:44]([O:46][CH3:47])=[O:45])[CH2:26][CH2:25]3)=[O:22])[C:13](=[O:20])[N:14]3[C:19]=2[CH:18]=[CH:17][CH:16]=[CH:15]3)[CH2:5][CH2:4]1)#[N:2]. The catalyst class is: 4. (4) Reactant: [Br:1][C:2]1[CH:3]=[C:4]([CH:9]=[C:10]([N+:12]([O-])=O)[CH:11]=1)[C:5]([O:7][CH3:8])=[O:6].[BH4-].[Na+]. Product: [NH2:12][C:10]1[CH:9]=[C:4]([CH:3]=[C:2]([Br:1])[CH:11]=1)[C:5]([O:7][CH3:8])=[O:6]. The catalyst class is: 5. (5) Reactant: [NH2:1][C@@H:2]1[C:11]2[C:6](=[CH:7][CH:8]=[CH:9][CH:10]=2)[C@H:5]([O:12][C:13]2[CH:14]=[CH:15][C:16]3[N:17]([C:19]([N:22]([CH3:24])[CH3:23])=[N:20][N:21]=3)[CH:18]=2)[CH2:4][CH2:3]1.ClC(Cl)(Cl)C[O:28][C:29](=O)[NH:30][C:31]1[N:32]([C:40]2[CH:45]=[CH:44][C:43]([CH3:46])=[CH:42][CH:41]=2)[N:33]=[C:34]([C:36]([CH3:39])([CH3:38])[CH3:37])[CH:35]=1.CCN(C(C)C)C(C)C.N. Product: [C:36]([C:34]1[CH:35]=[C:31]([NH:30][C:29]([NH:1][C@@H:2]2[C:11]3[C:6](=[CH:7][CH:8]=[CH:9][CH:10]=3)[C@H:5]([O:12][C:13]3[CH:14]=[CH:15][C:16]4[N:17]([C:19]([N:22]([CH3:24])[CH3:23])=[N:20][N:21]=4)[CH:18]=3)[CH2:4][CH2:3]2)=[O:28])[N:32]([C:40]2[CH:45]=[CH:44][C:43]([CH3:46])=[CH:42][CH:41]=2)[N:33]=1)([CH3:39])([CH3:37])[CH3:38]. The catalyst class is: 655. (6) Reactant: [Cl:1][C:2]1[CH:8]=[C:7]([O:9][C:10]2[C:19]3[C:14](=[CH:15][C:16]([O:22][CH3:23])=[C:17]([O:20][CH3:21])[CH:18]=3)[N:13]=[CH:12][CH:11]=2)[CH:6]=[CH:5][C:3]=1[NH2:4].C(N(CC)CC)C.ClC(Cl)(O[C:35](=[O:41])OC(Cl)(Cl)Cl)Cl.Cl.[NH2:44][C:45]1[S:46][C:47]([CH3:51])=[C:48]([CH3:50])[N:49]=1. Product: [Cl:1][C:2]1[CH:8]=[C:7]([O:9][C:10]2[C:19]3[C:14](=[CH:15][C:16]([O:22][CH3:23])=[C:17]([O:20][CH3:21])[CH:18]=3)[N:13]=[CH:12][CH:11]=2)[CH:6]=[CH:5][C:3]=1[NH:4][C:35]([NH:44][C:45]1[S:46][C:47]([CH3:51])=[C:48]([CH3:50])[N:49]=1)=[O:41]. The catalyst class is: 146. (7) Reactant: CC1C=CC(S(O)(=O)=O)=CC=1.[CH2:12]([N:14]1[C:22]2[C:17](=[CH:18][C:19]([C:23](=O)[CH2:24][C:25]([O:27]CC)=O)=[CH:20][CH:21]=2)[CH:16]=[N:15]1)[CH3:13].[CH3:31][C:32]1[O:36][C:35]([C:37]2[CH:38]=[N:39][NH:40][C:41]=2[NH2:42])=[N:34][N:33]=1. Product: [CH2:12]([N:14]1[C:22]2[C:17](=[CH:18][C:19]([C:23]3[NH:42][C:41]4[N:40]([N:39]=[CH:38][C:37]=4[C:35]4[O:36][C:32]([CH3:31])=[N:33][N:34]=4)[C:25](=[O:27])[CH:24]=3)=[CH:20][CH:21]=2)[CH:16]=[N:15]1)[CH3:13]. The catalyst class is: 114.